From a dataset of NCI-60 drug combinations with 297,098 pairs across 59 cell lines. Regression. Given two drug SMILES strings and cell line genomic features, predict the synergy score measuring deviation from expected non-interaction effect. Drug 1: CC(CN1CC(=O)NC(=O)C1)N2CC(=O)NC(=O)C2. Drug 2: CC=C1C(=O)NC(C(=O)OC2CC(=O)NC(C(=O)NC(CSSCCC=C2)C(=O)N1)C(C)C)C(C)C. Cell line: KM12. Synergy scores: CSS=71.1, Synergy_ZIP=-8.77, Synergy_Bliss=-7.68, Synergy_Loewe=-6.03, Synergy_HSA=-2.57.